Task: Predict the reactants needed to synthesize the given product.. Dataset: Full USPTO retrosynthesis dataset with 1.9M reactions from patents (1976-2016) Given the product [CH2:17]([O:19][C:20]([N:22]1[CH2:27][CH2:26][CH:25]([C:28]2[CH:33]=[C:32]([Cl:14])[N:31]3[N:35]=[CH:36][CH:37]=[C:30]3[N:29]=2)[CH2:24][CH2:23]1)=[O:21])[CH3:18], predict the reactants needed to synthesize it. The reactants are: C(N(CC)C1C=CC=CC=1)C.P(Cl)(Cl)([Cl:14])=O.[CH2:17]([O:19][C:20]([N:22]1[CH2:27][CH2:26][CH:25]([C:28]2[NH:29][C:30]3[N:31]([N:35]=[CH:36][CH:37]=3)[C:32](=O)[CH:33]=2)[CH2:24][CH2:23]1)=[O:21])[CH3:18].